Dataset: Full USPTO retrosynthesis dataset with 1.9M reactions from patents (1976-2016). Task: Predict the reactants needed to synthesize the given product. (1) Given the product [CH3:33][O:32][C:30]1[CH:29]=[C:28]([CH2:34][O:35][C:36]2[CH:37]=[C:38]([NH:41][C:18]([C:16]3[S:17][C:13]([N:8]4[CH2:9][C@@H:10]([CH3:12])[NH:11][C@@H:6]([CH3:5])[CH2:7]4)=[CH:14][CH:15]=3)=[O:20])[NH:39][N:40]=2)[CH:27]=[C:26]([O:25][CH3:24])[CH:31]=1, predict the reactants needed to synthesize it. The reactants are: C[Al](C)C.[CH3:5][C@H:6]1[NH:11][C@@H:10]([CH3:12])[CH2:9][N:8]([C:13]2[S:17][C:16]([C:18]([O:20]CC)=O)=[CH:15][CH:14]=2)[CH2:7]1.Cl.[CH3:24][O:25][C:26]1[CH:27]=[C:28]([CH2:34][O:35][C:36]2[CH:37]=[C:38]([NH2:41])[NH:39][N:40]=2)[CH:29]=[C:30]([O:32][CH3:33])[CH:31]=1.C(C(C(C([O-])=O)O)O)([O-])=O.[Na+].[K+]. (2) Given the product [CH3:1][N:2]1[C:13]([CH2:12][CH2:11][N:5]2[CH2:6][CH2:7][O:8][CH2:9][CH2:10]2)=[N:15][N:16]=[C:3]1[SH:4], predict the reactants needed to synthesize it. The reactants are: [CH3:1][N:2]=[C:3]=[S:4].[N:5]1([CH2:11][CH2:12][C:13]([NH:15][NH2:16])=O)[CH2:10][CH2:9][O:8][CH2:7][CH2:6]1. (3) Given the product [Cl:42][C:39]1[CH:40]=[CH:41][C:28]2[N:27]([C:25]([CH:22]3[CH2:21][CH2:20][CH:19]([CH2:18][NH:17][C:13]([CH:10]4[CH2:12][CH2:11]4)=[O:14])[CH2:24][CH2:23]3)=[O:26])[CH2:36][C:35]3[CH:34]=[N:33][N:32]([CH3:37])[C:31]=3[NH:30][C:29]=2[CH:38]=1, predict the reactants needed to synthesize it. The reactants are: CCN(C(C)C)C(C)C.[CH:10]1([C:13](Cl)=[O:14])[CH2:12][CH2:11]1.Cl.[NH2:17][CH2:18][CH:19]1[CH2:24][CH2:23][CH:22]([C:25]([N:27]2[CH2:36][C:35]3[CH:34]=[N:33][N:32]([CH3:37])[C:31]=3[NH:30][C:29]3[CH:38]=[C:39]([Cl:42])[CH:40]=[CH:41][C:28]2=3)=[O:26])[CH2:21][CH2:20]1. (4) Given the product [NH:9]1[CH:10]=[C:11]([C:13]2[N:18]3[N:19]=[C:20]([NH:22][C:23]4[CH:24]=[CH:25][C:26]([O:29][CH2:30][CH2:31][N:32]5[CH2:36][CH2:35][CH2:34][CH2:33]5)=[CH:27][CH:28]=4)[N:21]=[C:17]3[CH:16]=[CH:15][CH:14]=2)[CH:12]=[N:8]1, predict the reactants needed to synthesize it. The reactants are: C([N:8]1[CH:12]=[C:11]([C:13]2[N:18]3[N:19]=[C:20]([NH:22][C:23]4[CH:28]=[CH:27][C:26]([O:29][CH2:30][CH2:31][N:32]5[CH2:36][CH2:35][CH2:34][CH2:33]5)=[CH:25][CH:24]=4)[N:21]=[C:17]3[CH:16]=[CH:15][CH:14]=2)[CH:10]=[N:9]1)C1C=CC=CC=1.Cl. (5) Given the product [CH:1]([O:4][C:5]1[CH:6]=[C:7]([CH:20]=[C:21]([C:23]([OH:27])=[O:24])[CH:22]=1)[C:8]([NH:10][C:11]1[CH:16]=[CH:15][C:14]([C:17]([OH:19])=[O:18])=[CH:13][N:12]=1)=[O:9])([CH3:3])[CH3:2], predict the reactants needed to synthesize it. The reactants are: [CH:1]([O:4][C:5]1[CH:6]=[C:7]([CH:20]=[C:21]([CH2:23][OH:24])[CH:22]=1)[C:8]([NH:10][C:11]1[CH:16]=[CH:15][C:14]([C:17]([OH:19])=[O:18])=[CH:13][N:12]=1)=[O:9])([CH3:3])[CH3:2].CC(OI1(OC(C)=O)(OC(C)=O)OC(=O)C2C=CC=CC1=2)=[O:27].C(=O)([O-])[O-].[K+].[K+]. (6) Given the product [CH3:24][N:23]([CH3:25])[CH2:22][CH2:21][N:4]1[CH2:3][C:2](=[O:1])[C:14]2[C:13]3[C:12]([C:15]([O:17][CH3:18])=[O:16])=[CH:11][CH:10]=[CH:9][C:8]=3[NH:7][C:6]=2[CH2:5]1, predict the reactants needed to synthesize it. The reactants are: [O:1]=[C:2]1[C:14]2[C:13]3[C:12]([C:15]([O:17][CH3:18])=[O:16])=[CH:11][CH:10]=[CH:9][C:8]=3[NH:7][C:6]=2[CH2:5][NH:4][CH2:3]1.Cl.Cl[CH2:21][CH2:22][N:23]([CH3:25])[CH3:24].C([O-])([O-])=O.[K+].[K+].